From a dataset of Merck oncology drug combination screen with 23,052 pairs across 39 cell lines. Regression. Given two drug SMILES strings and cell line genomic features, predict the synergy score measuring deviation from expected non-interaction effect. (1) Drug 1: O=S1(=O)NC2(CN1CC(F)(F)F)C1CCC2Cc2cc(C=CCN3CCC(C(F)(F)F)CC3)ccc2C1. Drug 2: O=c1[nH]cc(F)c(=O)[nH]1. Cell line: MSTO. Synergy scores: synergy=-46.9. (2) Drug 1: O=C(O)C1(Cc2cccc(Nc3nccs3)n2)CCC(Oc2cccc(Cl)c2F)CC1. Drug 2: CC1(c2nc3c(C(N)=O)cccc3[nH]2)CCCN1. Cell line: NCIH2122. Synergy scores: synergy=16.1. (3) Drug 1: NC1(c2ccc(-c3nc4ccn5c(=O)[nH]nc5c4cc3-c3ccccc3)cc2)CCC1. Drug 2: CC1(c2nc3c(C(N)=O)cccc3[nH]2)CCCN1. Cell line: PA1. Synergy scores: synergy=14.9. (4) Drug 1: COC12C(COC(N)=O)C3=C(C(=O)C(C)=C(N)C3=O)N1CC1NC12. Drug 2: Cn1c(=O)n(-c2ccc(C(C)(C)C#N)cc2)c2c3cc(-c4cnc5ccccc5c4)ccc3ncc21. Cell line: SW837. Synergy scores: synergy=32.0. (5) Drug 1: CN1C(=O)C=CC2(C)C3CCC4(C)C(NC(=O)OCC(F)(F)F)CCC4C3CCC12. Drug 2: CCc1c2c(nc3ccc(O)cc13)-c1cc3c(c(=O)n1C2)COC(=O)C3(O)CC. Cell line: LNCAP. Synergy scores: synergy=7.10. (6) Drug 1: CCN(CC)CCNC(=O)c1c(C)[nH]c(C=C2C(=O)Nc3ccc(F)cc32)c1C. Drug 2: CNC(=O)c1cc(Oc2ccc(NC(=O)Nc3ccc(Cl)c(C(F)(F)F)c3)cc2)ccn1. Cell line: NCIH1650. Synergy scores: synergy=-1.20. (7) Drug 1: CC1CC2C3CCC4=CC(=O)C=CC4(C)C3(F)C(O)CC2(C)C1(O)C(=O)CO. Drug 2: O=C(NOCC(O)CO)c1ccc(F)c(F)c1Nc1ccc(I)cc1F. Cell line: PA1. Synergy scores: synergy=11.4.